From a dataset of Peptide-MHC class II binding affinity with 134,281 pairs from IEDB. Regression. Given a peptide amino acid sequence and an MHC pseudo amino acid sequence, predict their binding affinity value. This is MHC class II binding data. (1) The peptide sequence is GAIWRIDPKKPLKGP. The MHC is HLA-DQA10401-DQB10402 with pseudo-sequence HLA-DQA10401-DQB10402. The binding affinity (normalized) is 0. (2) The peptide sequence is ALVFDLPAALQRAIP. The MHC is HLA-DPA10103-DPB10401 with pseudo-sequence HLA-DPA10103-DPB10401. The binding affinity (normalized) is 0.415. (3) The peptide sequence is WIEQEGDEYW. The MHC is HLA-DQA10501-DQB10201 with pseudo-sequence HLA-DQA10501-DQB10201. The binding affinity (normalized) is 0.520. (4) The peptide sequence is AFKVAATAANASPAN. The MHC is DRB1_0401 with pseudo-sequence DRB1_0401. The binding affinity (normalized) is 0.293. (5) The peptide sequence is RWFHERGYVKLEGRV. The MHC is HLA-DQA10601-DQB10402 with pseudo-sequence HLA-DQA10601-DQB10402. The binding affinity (normalized) is 0.329.